Dataset: Forward reaction prediction with 1.9M reactions from USPTO patents (1976-2016). Task: Predict the product of the given reaction. (1) Given the reactants S(Cl)([Cl:3])=O.F[C:6]1[CH:7]=[C:8]2[C:13](=[CH:14][CH:15]=1)[O:12][CH:11]([C:16]([OH:18])=O)[CH2:10][CH2:9]2, predict the reaction product. The product is: [O:12]1[C:13]2[C:8](=[CH:7][CH:6]=[CH:15][CH:14]=2)[CH2:9][CH2:10][CH:11]1[C:16]([Cl:3])=[O:18]. (2) Given the reactants C(OC([N:8]1[CH2:17][CH2:16][C:15]2[NH:14][N:13]=[C:12]([C:18]3[CH:23]=[CH:22][C:21]([Cl:24])=[CH:20][CH:19]=3)[C:11]=2[CH2:10][CH2:9]1)=O)(C)(C)C.[CH3:25][C:26]1[CH:27]=[C:28]([CH:31]=[CH:32][C:33]=1[CH3:34])[CH2:29]Cl, predict the reaction product. The product is: [Cl:24][C:21]1[CH:20]=[CH:19][C:18]([C:12]2[C:11]3[CH2:10][CH2:9][NH:8][CH2:17][CH2:16][C:15]=3[N:14]([CH2:29][C:28]3[CH:31]=[CH:32][C:33]([CH3:34])=[C:26]([CH3:25])[CH:27]=3)[N:13]=2)=[CH:23][CH:22]=1. (3) Given the reactants [CH3:1][S:2](Cl)(=[O:4])=[O:3].[C:6]([N:25]1[CH:29]=[C:28]([CH2:30][CH2:31][OH:32])[N:27]=[CH:26]1)([C:19]1[CH:24]=[CH:23][CH:22]=[CH:21][CH:20]=1)([C:13]1[CH:18]=[CH:17][CH:16]=[CH:15][CH:14]=1)[C:7]1[CH:12]=[CH:11][CH:10]=[CH:9][CH:8]=1.CCN(CC)CC, predict the reaction product. The product is: [C:6]([N:25]1[CH:29]=[C:28]([CH2:30][CH2:31][O:32][S:2]([CH3:1])(=[O:4])=[O:3])[N:27]=[CH:26]1)([C:19]1[CH:20]=[CH:21][CH:22]=[CH:23][CH:24]=1)([C:13]1[CH:14]=[CH:15][CH:16]=[CH:17][CH:18]=1)[C:7]1[CH:12]=[CH:11][CH:10]=[CH:9][CH:8]=1. (4) Given the reactants [CH3:1][O:2][C@H:3]1[CH2:8][CH2:7][N:6](C(OC(C)(C)C)=O)[CH2:5][C:4]1([CH3:17])[CH3:16].[ClH:18].O1CCOCC1, predict the reaction product. The product is: [Cl-:18].[CH3:1][O:2][C@H:3]1[CH2:8][CH2:7][NH2+:6][CH2:5][C:4]1([CH3:17])[CH3:16].